From a dataset of Forward reaction prediction with 1.9M reactions from USPTO patents (1976-2016). Predict the product of the given reaction. (1) Given the reactants [CH:1]1([CH2:4][OH:5])[CH2:3][CH2:2]1.[Cl:6][C:7]1[CH:12]=[CH:11][C:10]([C:13]2[C:18](F)=[CH:17][CH:16]=[CH:15][N:14]=2)=[CH:9][CH:8]=1, predict the reaction product. The product is: [Cl:6][C:7]1[CH:8]=[CH:9][C:10]([C:13]2[C:18]([O:5][CH2:4][CH:1]3[CH2:3][CH2:2]3)=[CH:17][CH:16]=[CH:15][N:14]=2)=[CH:11][CH:12]=1. (2) Given the reactants O=P(Cl)(Cl)Cl.[Cl:6][C:7]1[N:12]=[CH:11][C:10]2[CH:13]=[CH:14][N:15]([CH:16]([CH3:18])[CH3:17])[C:9]=2[CH:8]=1.[C:19](=O)(O)[O-:20].[Na+], predict the reaction product. The product is: [Cl:6][C:7]1[N:12]=[CH:11][C:10]2[C:13]([CH:19]=[O:20])=[CH:14][N:15]([CH:16]([CH3:18])[CH3:17])[C:9]=2[CH:8]=1. (3) Given the reactants C(OCC)(=O)C.[CH3:7][N:8]1[CH:16]=[C:15]2[C:10]([C:11]([C:20]3[CH:25]=[CH:24][CH:23]=[CH:22][CH:21]=3)=[CH:12][C:13]([N+:17]([O-])=O)=[CH:14]2)=[N:9]1, predict the reaction product. The product is: [CH3:7][N:8]1[CH:16]=[C:15]2[C:10]([C:11]([C:20]3[CH:21]=[CH:22][CH:23]=[CH:24][CH:25]=3)=[CH:12][C:13]([NH2:17])=[CH:14]2)=[N:9]1. (4) Given the reactants [OH:1][C:2]1[C:7]2[CH:8]=[CH:9][C:10]([O:13][CH:14]3[CH2:19][CH2:18][CH2:17][CH2:16][O:15]3)=[C:11]([CH3:12])[C:6]=2[O:5][C:4](=[O:20])[C:3]=1[CH:21]=O.Cl.[CH3:24][O:25][NH2:26].C([O-])(=O)C.[K+].C(O)C, predict the reaction product. The product is: [OH:1][C:2]1[C:7]2[CH:8]=[CH:9][C:10]([O:13][CH:14]3[CH2:19][CH2:18][CH2:17][CH2:16][O:15]3)=[C:11]([CH3:12])[C:6]=2[O:5][C:4](=[O:20])[C:3]=1[CH:21]=[N:26][O:25][CH3:24].